The task is: Regression. Given two drug SMILES strings and cell line genomic features, predict the synergy score measuring deviation from expected non-interaction effect.. This data is from NCI-60 drug combinations with 297,098 pairs across 59 cell lines. (1) Drug 1: CN(C)C1=NC(=NC(=N1)N(C)C)N(C)C. Drug 2: CCCCC(=O)OCC(=O)C1(CC(C2=C(C1)C(=C3C(=C2O)C(=O)C4=C(C3=O)C=CC=C4OC)O)OC5CC(C(C(O5)C)O)NC(=O)C(F)(F)F)O. Cell line: EKVX. Synergy scores: CSS=2.74, Synergy_ZIP=6.51, Synergy_Bliss=1.81, Synergy_Loewe=2.32, Synergy_HSA=-0.242. (2) Drug 1: COC1=C(C=C2C(=C1)N=CN=C2NC3=CC(=C(C=C3)F)Cl)OCCCN4CCOCC4. Drug 2: C1C(C(OC1N2C=NC3=C(N=C(N=C32)Cl)N)CO)O. Cell line: CAKI-1. Synergy scores: CSS=45.7, Synergy_ZIP=-2.05, Synergy_Bliss=-2.64, Synergy_Loewe=-0.627, Synergy_HSA=-0.0303. (3) Drug 1: CC12CCC3C(C1CCC2O)C(CC4=C3C=CC(=C4)O)CCCCCCCCCS(=O)CCCC(C(F)(F)F)(F)F. Drug 2: C1CN(P(=O)(OC1)NCCCl)CCCl. Cell line: HT29. Synergy scores: CSS=-0.430, Synergy_ZIP=0.0152, Synergy_Bliss=0.108, Synergy_Loewe=-3.33, Synergy_HSA=-3.33. (4) Cell line: LOX IMVI. Synergy scores: CSS=31.7, Synergy_ZIP=3.89, Synergy_Bliss=3.06, Synergy_Loewe=-2.80, Synergy_HSA=1.92. Drug 1: CC12CCC3C(C1CCC2=O)CC(=C)C4=CC(=O)C=CC34C. Drug 2: CC1=C(C=C(C=C1)NC(=O)C2=CC=C(C=C2)CN3CCN(CC3)C)NC4=NC=CC(=N4)C5=CN=CC=C5. (5) Drug 2: C1C(C(OC1N2C=NC3=C2NC=NCC3O)CO)O. Drug 1: CC1C(C(CC(O1)OC2CC(CC3=C2C(=C4C(=C3O)C(=O)C5=C(C4=O)C(=CC=C5)OC)O)(C(=O)C)O)N)O.Cl. Cell line: SNB-19. Synergy scores: CSS=2.26, Synergy_ZIP=-7.80, Synergy_Bliss=-13.9, Synergy_Loewe=-13.6, Synergy_HSA=-13.5. (6) Drug 1: C1CN1C2=NC(=NC(=N2)N3CC3)N4CC4. Drug 2: C#CCC(CC1=CN=C2C(=N1)C(=NC(=N2)N)N)C3=CC=C(C=C3)C(=O)NC(CCC(=O)O)C(=O)O. Synergy scores: CSS=22.7, Synergy_ZIP=-5.96, Synergy_Bliss=-0.157, Synergy_Loewe=-1.14, Synergy_HSA=-1.97. Cell line: UO-31.